Dataset: Catalyst prediction with 721,799 reactions and 888 catalyst types from USPTO. Task: Predict which catalyst facilitates the given reaction. (1) Reactant: [CH2:1]([C:3]1[CH:4]=[C:5]([NH:15][C:16]([NH:18][CH:19]2[CH:26]3[CH:22]([CH2:23][N:24](C(C4C=CC=CC=4)(C4C=CC=CC=4)C4C=CC=CC=4)[CH2:25]3)[CH2:21][CH2:20]2)=[O:17])[CH:6]=[C:7]([C:9]2[N:13]([CH3:14])[N:12]=[N:11][N:10]=2)[CH:8]=1)[CH3:2].O. Product: [CH2:1]([C:3]1[CH:4]=[C:5]([NH:15][C:16]([NH:18][CH:19]2[CH:26]3[CH:22]([CH2:23][NH:24][CH2:25]3)[CH2:21][CH2:20]2)=[O:17])[CH:6]=[C:7]([C:9]2[N:13]([CH3:14])[N:12]=[N:11][N:10]=2)[CH:8]=1)[CH3:2]. The catalyst class is: 55. (2) Reactant: [Cl:1][C:2]1[CH:3]=[C:4]2[C:9](=[CH:10][C:11]=1[C:12](O)=[O:13])[N:8]=[CH:7][N:6]=[C:5]2[NH:15][CH:16]([C:18]1[NH:22][C:21]2[CH:23]=[CH:24][C:25]([Cl:27])=[CH:26][C:20]=2[N:19]=1)[CH3:17].FC1C(OC(N(C)C)=[N+](C)C)=C(F)C(F)=C(F)C=1F.F[P-](F)(F)(F)(F)F.C(N(C(C)C)CC)(C)C.C(OC([CH:70]([NH2:77])[CH2:71][C@@H:72]1[CH2:76][CH2:75][CH2:74][NH:73]1)=O)(C)(C)C.FC(F)(F)C(O)=O. Product: [NH2:77][CH2:70][CH2:71][C@@H:72]1[CH2:76][CH2:75][CH2:74][N:73]1[C:12]([C:11]1[CH:10]=[C:9]2[C:4]([C:5]([NH:15][CH:16]([C:18]3[NH:22][C:21]4[CH:23]=[CH:24][C:25]([Cl:27])=[CH:26][C:20]=4[N:19]=3)[CH3:17])=[N:6][CH:7]=[N:8]2)=[CH:3][C:2]=1[Cl:1])=[O:13]. The catalyst class is: 16. (3) Reactant: [C:1]([O:5][C:6]([N:8]1[CH2:12][C@@H:11]([C:13]2[CH:18]=[CH:17][CH:16]=[C:15]([CH:19]([CH3:21])[CH3:20])[CH:14]=2)[C@H:10]([CH2:22][NH:23][C:24]2[CH:29]=[CH:28][C:27]([Cl:30])=[CH:26][CH:25]=2)[CH2:9]1)=[O:7])([CH3:4])([CH3:3])[CH3:2].[CH2:31](Br)[C:32]1[CH:37]=[CH:36][CH:35]=[CH:34][CH:33]=1.C([O-])([O-])=O.[K+].[K+].[I-].[Na+]. Product: [C:1]([O:5][C:6]([N:8]1[CH2:12][C@@H:11]([C:13]2[CH:18]=[CH:17][CH:16]=[C:15]([CH:19]([CH3:21])[CH3:20])[CH:14]=2)[C@H:10]([CH2:22][N:23]([CH2:31][C:32]2[CH:37]=[CH:36][CH:35]=[CH:34][CH:33]=2)[C:24]2[CH:25]=[CH:26][C:27]([Cl:30])=[CH:28][CH:29]=2)[CH2:9]1)=[O:7])([CH3:3])([CH3:4])[CH3:2]. The catalyst class is: 31. (4) Reactant: [CH3:1][O:2][C:3]([C:5]1[CH:13]=[C:12]2[C:8]([CH:9]=[CH:10][NH:11]2)=[CH:7][CH:6]=1)=[O:4].[H-].[Na+].[C:16]([NH:23][CH2:24][CH2:25]Br)([O:18][C:19]([CH3:22])([CH3:21])[CH3:20])=[O:17]. Product: [CH3:1][O:2][C:3]([C:5]1[CH:13]=[C:12]2[C:8]([CH:9]=[CH:10][N:11]2[CH2:25][CH2:24][NH:23][C:16]([O:18][C:19]([CH3:22])([CH3:21])[CH3:20])=[O:17])=[CH:7][CH:6]=1)=[O:4]. The catalyst class is: 3. (5) Reactant: [F:1][C:2]1[CH:7]=[CH:6][C:5]([N:8]2[C:16]3[CH:15]=[C:14]4[CH2:17][CH2:18][CH2:19][C:20](=[O:21])[C@@:13]4([CH3:22])[CH2:12][C:11]=3[CH:10]=[N:9]2)=[CH:4][CH:3]=1.C[Si](C)(C)[N-][Si](C)(C)C.[K+].[F:33][C:34]([F:54])([F:53])[S:35](N(C1C=CC(Cl)=CN=1)[S:35]([C:34]([F:54])([F:53])[F:33])(=[O:37])=[O:36])(=[O:37])=[O:36]. Product: [F:33][C:34]([F:54])([F:53])[S:35]([O:21][C:20]1[C@@:13]2([CH3:22])[CH2:12][C:11]3[CH:10]=[N:9][N:8]([C:5]4[CH:6]=[CH:7][C:2]([F:1])=[CH:3][CH:4]=4)[C:16]=3[CH:15]=[C:14]2[CH2:17][CH2:18][CH:19]=1)(=[O:37])=[O:36]. The catalyst class is: 182. (6) Reactant: [CH:1](NC(C)C)(C)C.[Li]CCCC.[N:13]1([C:22]([O:24][C:25]([CH3:28])([CH3:27])[CH3:26])=[O:23])[CH2:17][CH2:16][CH2:15][CH:14]1[C:18]([O:20][CH3:21])=[O:19].C([N-]C(C)C)(C)C.[Li+].CI. Product: [CH3:1][C:14]1([C:18]([O:20][CH3:21])=[O:19])[CH2:15][CH2:16][CH2:17][N:13]1[C:22]([O:24][C:25]([CH3:28])([CH3:27])[CH3:26])=[O:23]. The catalyst class is: 1.